Dataset: Catalyst prediction with 721,799 reactions and 888 catalyst types from USPTO. Task: Predict which catalyst facilitates the given reaction. (1) Reactant: [OH-].[K+].[CH3:3][O:4][C:5](=[O:31])[CH:6]([NH:15][C:16]1[CH:21]=[CH:20][CH:19]=[CH:18][C:17]=1[C:22](=[O:30])[C:23]1[CH:28]=[CH:27][C:26]([F:29])=[CH:25][CH:24]=1)[CH2:7][C:8]1[CH:13]=[CH:12][C:11]([OH:14])=[CH:10][CH:9]=1.[Br:32][CH2:33][CH2:34]Br. Product: [CH3:3][O:4][C:5](=[O:31])[CH:6]([NH:15][C:16]1[CH:21]=[CH:20][CH:19]=[CH:18][C:17]=1[C:22](=[O:30])[C:23]1[CH:28]=[CH:27][C:26]([F:29])=[CH:25][CH:24]=1)[CH2:7][C:8]1[CH:9]=[CH:10][C:11]([O:14][CH2:34][CH2:33][Br:32])=[CH:12][CH:13]=1. The catalyst class is: 8. (2) Reactant: [CH:1]([C:3]1[C:8]([O:9][CH3:10])=[CH:7][C:6]([OH:11])=[CH:5][C:4]=1[O:12][CH3:13])=[O:2].CC(C)([O-])C.[K+].Br[CH2:21][CH2:22][CH2:23][CH2:24][C:25]([O:27][CH2:28][CH3:29])=[O:26]. Product: [CH:1]([C:3]1[C:4]([O:12][CH3:13])=[CH:5][C:6]([O:11][CH2:21][CH2:22][CH2:23][CH2:24][C:25]([O:27][CH2:28][CH3:29])=[O:26])=[CH:7][C:8]=1[O:9][CH3:10])=[O:2]. The catalyst class is: 9. (3) Reactant: [H-].[Na+].[CH2:3]([OH:7])[C:4]#[C:5][CH3:6].Cl[C:9]1[CH:14]=[C:13]([O:15][CH:16]2[CH2:22][CH2:21][CH2:20][CH2:19][CH2:18][CH2:17]2)[N:12]=[CH:11][N:10]=1.[Cl-].[NH4+]. The catalyst class is: 7. Product: [CH2:3]([O:7][C:9]1[N:10]=[CH:11][N:12]=[C:13]([O:15][CH:16]2[CH2:22][CH2:21][CH2:20][CH2:19][CH2:18][CH2:17]2)[CH:14]=1)[C:4]#[C:5][CH3:6].